Dataset: Forward reaction prediction with 1.9M reactions from USPTO patents (1976-2016). Task: Predict the product of the given reaction. (1) Given the reactants [CH:1]([C:3]1[S:7][C:6]([N:8]2[CH2:12][CH2:11][CH2:10][C@H:9]2[C:13]([OH:15])=O)=[N:5][CH:4]=1)=[O:2].[NH2:16][C@@H:17]([CH3:38])[C:18]([NH:20][C@@H:21]([CH3:37])[C:22]([NH:24][C@@H:25]([CH2:29][C:30]1[CH:35]=[CH:34][C:33]([OH:36])=[CH:32][CH:31]=1)[C:26]([NH2:28])=[O:27])=[O:23])=[O:19].C(O)(C(F)(F)F)=O.ON1C2N=CC=CC=2N=N1.C(Cl)CCl.CN1CCOCC1, predict the reaction product. The product is: [NH2:28][C:26](=[O:27])[C@@H:25]([NH:24][C:22](=[O:23])[C@@H:21]([NH:20][C:18](=[O:19])[C@@H:17]([NH:16][C:13]([C@@H:9]1[CH2:10][CH2:11][CH2:12][N:8]1[C:6]1[S:7][C:3]([CH:1]=[O:2])=[CH:4][N:5]=1)=[O:15])[CH3:38])[CH3:37])[CH2:29][C:30]1[CH:35]=[CH:34][C:33]([OH:36])=[CH:32][CH:31]=1. (2) Given the reactants [Cl:1][C:2]1[CH:7]=[CH:6][N:5]=[C:4]2[CH:8]=[C:9](I)[O:10][C:3]=12.[C-:12]#[N:13].[K+], predict the reaction product. The product is: [Cl:1][C:2]1[CH:7]=[CH:6][N:5]=[C:4]2[CH:8]=[C:9]([C:12]#[N:13])[O:10][C:3]=12. (3) Given the reactants C(O)CO.[S:5]1[C:9]2[CH:10]=[CH:11][CH:12]=[C:13]([CH:14](C#N)[C:15]([O:17]C(C)(C)C)=[O:16])[C:8]=2[CH:7]=[CH:6]1.[OH-].[K+].O, predict the reaction product. The product is: [S:5]1[C:9]2[CH:10]=[CH:11][CH:12]=[C:13]([CH2:14][C:15]([OH:17])=[O:16])[C:8]=2[CH:7]=[CH:6]1. (4) Given the reactants [CH3:1][C:2]1[C:10]2[NH:9][C:8](=[O:11])[NH:7][C:6]=2[CH:5]=[CH:4][CH:3]=1.[H-].[Na+].[CH2:14](I)[CH3:15].C(=O)([O-])O.[Na+], predict the reaction product. The product is: [CH2:14]([N:7]1[C:6]2[CH:5]=[CH:4][CH:3]=[C:2]([CH3:1])[C:10]=2[NH:9][C:8]1=[O:11])[CH3:15]. (5) Given the reactants Br[C:2]1[CH:3]=[CH:4][C:5]([CH3:8])=[N:6][CH:7]=1.[C:9]1([CH2:15][SH:16])[CH:14]=[CH:13][CH:12]=[CH:11][CH:10]=1.C(N(C(C)C)C(C)C)C.C1(P(C2C=CC=CC=2)C2C3OC4C(=CC=CC=4P(C4C=CC=CC=4)C4C=CC=CC=4)C(C)(C)C=3C=CC=2)C=CC=CC=1, predict the reaction product. The product is: [CH2:15]([S:16][C:2]1[CH:3]=[CH:4][C:5]([CH3:8])=[N:6][CH:7]=1)[C:9]1[CH:14]=[CH:13][CH:12]=[CH:11][CH:10]=1. (6) Given the reactants Br[C:2]1[CH:3]=[C:4]2[C@:15]3([CH2:19][S:18][C:17]([NH:20][C:21](=[O:27])[O:22][C:23]([CH3:26])([CH3:25])[CH3:24])=[N:16]3)[C:14]3[C:9](=[CH:10][CH:11]=[C:12]([C:28]#[C:29][C:30]4([CH3:34])[CH2:33][O:32][CH2:31]4)[CH:13]=3)[O:8][C:5]2=[N:6][CH:7]=1.[CH3:35][C:36]1[N:41]=[CH:40][C:39](B(O)O)=[CH:38][CH:37]=1.C(=O)([O-])[O-].[K+].[K+], predict the reaction product. The product is: [CH3:34][C:30]1([C:29]#[C:28][C:12]2[CH:13]=[C:14]3[C@@:15]4([CH2:19][S:18][C:17]([NH:20][C:21](=[O:27])[O:22][C:23]([CH3:25])([CH3:24])[CH3:26])=[N:16]4)[C:4]4[C:5](=[N:6][CH:7]=[C:2]([C:39]5[CH:40]=[N:41][C:36]([CH3:35])=[CH:37][CH:38]=5)[CH:3]=4)[O:8][C:9]3=[CH:10][CH:11]=2)[CH2:31][O:32][CH2:33]1. (7) Given the reactants [F:1][C:2]([F:12])([F:11])[C:3]1[CH:10]=[CH:9][C:6]([CH2:7][NH2:8])=[CH:5][CH:4]=1.Cl[C:14](Cl)([O:16][C:17](=[O:23])OC(Cl)(Cl)Cl)Cl.[N-:25]=[C:26]=O.[CH3:28][OH:29], predict the reaction product. The product is: [F:1][C:2]([F:11])([F:12])[C:3]1[CH:10]=[CH:9][C:6]([CH2:7][NH:8][C:28]([NH:8][C:7]2[C:26]3[NH:25][C:17](=[O:23])[O:16][C:14]=3[CH:4]=[CH:5][CH:6]=2)=[O:29])=[CH:5][CH:4]=1. (8) Given the reactants [C:1]1([C:7]2[C:11]3[CH:12]=[CH:13][C:14]([OH:16])=[CH:15][C:10]=3[O:9][CH:8]=2)[CH:6]=[CH:5][CH:4]=[CH:3][CH:2]=1.Br[CH:18]([CH2:22][CH2:23][CH3:24])[CH2:19][CH2:20][OH:21].C([O-])([O-])=O.[Cs+].[Cs+].Cl, predict the reaction product. The product is: [C:1]1([C:7]2[C:11]3[CH:12]=[CH:13][C:14]([O:16][CH:18]([CH2:22][CH2:23][CH3:24])[CH2:19][CH2:20][OH:21])=[CH:15][C:10]=3[O:9][CH:8]=2)[CH:2]=[CH:3][CH:4]=[CH:5][CH:6]=1. (9) Given the reactants [CH3:1][C:2]([N:6]1[CH2:11][CH2:10][O:9][CH2:8][CH2:7]1)([CH3:5])[CH2:3][NH2:4].[CH3:12][C:13]([O:16][C:17](O[C:17]([O:16][C:13]([CH3:15])([CH3:14])[CH3:12])=[O:18])=[O:18])([CH3:15])[CH3:14], predict the reaction product. The product is: [CH3:5][C:2]([N:6]1[CH2:7][CH2:8][O:9][CH2:10][CH2:11]1)([CH3:1])[CH2:3][NH:4][C:17](=[O:18])[O:16][C:13]([CH3:15])([CH3:14])[CH3:12].